From a dataset of Catalyst prediction with 721,799 reactions and 888 catalyst types from USPTO. Predict which catalyst facilitates the given reaction. (1) Reactant: [CH3:1][C@@H:2]([C@@H:8]1[C@@:12]2([CH3:29])[C@@H:13]([OH:28])[CH2:14][C@@H:15]3[C@@:20]4([CH3:26])[CH2:21][CH2:22][C@@H:23]([OH:25])[CH2:24][C@H:19]4[CH2:18][C@@H:17](O)[C@H:16]3[C@@H:11]2[CH2:10][CH2:9]1)[CH2:3][CH2:4][C:5](O)=[O:6].C1CCC(N=C=NC2CCCCC2)CC1.[SH:45][C:46]1[S:47][CH2:48][CH2:49][N:50]=1. Product: [OH:25][CH:23]1[CH2:24][CH:19]2[C:20]([CH3:26])([CH:15]3[CH:16]([CH2:17][CH2:18]2)[CH:11]2[C:12]([CH3:29])([CH:8]([CH:2]([CH3:1])[CH2:3][CH2:4][C:5]([N:50]4[CH2:49][CH2:48][S:47][C:46]4=[S:45])=[O:6])[CH2:9][CH2:10]2)[CH:13]([OH:28])[CH2:14]3)[CH2:21][CH2:22]1. The catalyst class is: 2. (2) Reactant: [Cl:1][C:2]1[CH:7]=[CH:6][C:5]([CH2:8][CH:9]([C:29]2[CH:30]=[N:31][CH:32]=[C:33]([Cl:35])[CH:34]=2)[CH:10]([NH:12][C:13](=[O:28])[C:14]([O:17][C:18]2[CH:23]=[CH:22][C:21]([C:24]([F:27])([F:26])[F:25])=[CH:20][N:19]=2)([CH3:16])[CH3:15])[CH3:11])=[CH:4][CH:3]=1.[B-](F)(F)(F)F.C1C=CN=CC=1.C1C=CN=CC=1.[IH2+:53].OS(C(F)(F)F)(=O)=O.S(=O)(O)[O-].[Na+]. Product: [Cl:35][C:33]1[CH:34]=[C:29]([CH:9]([CH2:8][C:5]2[CH:6]=[CH:7][C:2]([Cl:1])=[C:3]([I:53])[CH:4]=2)[CH:10]([NH:12][C:13](=[O:28])[C:14]([O:17][C:18]2[CH:23]=[CH:22][C:21]([C:24]([F:27])([F:25])[F:26])=[CH:20][N:19]=2)([CH3:15])[CH3:16])[CH3:11])[CH:30]=[N:31][CH:32]=1. The catalyst class is: 2. (3) Reactant: [CH3:1][O:2][C:3]1[CH:31]=[CH:30][C:6]([C:7]([NH:9][C:10]2[CH:15]=[C:14]([C:16]3[CH:21]=[CH:20][N:19]=[CH:18][CH:17]=3)[CH:13]=[CH:12][C:11]=2[NH:22][C:23](=[O:29])[O:24][C:25]([CH3:28])([CH3:27])[CH3:26])=[O:8])=[CH:5][CH:4]=1.[OH:32]O. Product: [C:25]([O:24][C:23]([NH:22][C:11]1[CH:12]=[CH:13][C:14]([C:16]2[CH:17]=[CH:18][N+:19]([O-:32])=[CH:20][CH:21]=2)=[CH:15][C:10]=1[NH:9][C:7](=[O:8])[C:6]1[CH:30]=[CH:31][C:3]([O:2][CH3:1])=[CH:4][CH:5]=1)=[O:29])([CH3:28])([CH3:26])[CH3:27]. The catalyst class is: 2. (4) Reactant: [NH2:1][C:2]1[S:3][C:4]([Br:7])=[N:5][N:6]=1.Cl[CH2:9][CH:10]=O.C(=O)(O)[O-].[Na+]. Product: [Br:7][C:4]1[S:3][C:2]2=[N:1][CH:9]=[CH:10][N:6]2[N:5]=1. The catalyst class is: 6.